From a dataset of Forward reaction prediction with 1.9M reactions from USPTO patents (1976-2016). Predict the product of the given reaction. (1) The product is: [F:1][CH2:2][CH2:3][CH2:4][O:5][C:6]1[CH:14]=[C:13]2[C:9](=[CH:8][CH:7]=1)[CH2:10][C:11]1([CH2:16][CH2:17][CH:18]([O:21][CH3:22])[CH2:19][CH2:20]1)[C:12]2=[N:29][S:27]([C:24]([CH3:26])([CH3:25])[CH3:23])=[O:28]. Given the reactants [F:1][CH2:2][CH2:3][CH2:4][O:5][C:6]1[CH:14]=[C:13]2[C:9]([CH2:10][C:11]3([CH2:20][CH2:19][CH:18]([O:21][CH3:22])[CH2:17][CH2:16]3)[C:12]2=O)=[CH:8][CH:7]=1.[CH3:23][C:24]([S:27]([NH2:29])=[O:28])([CH3:26])[CH3:25].O, predict the reaction product. (2) Given the reactants [Cl:1][C:2]1[C:3]([O:11][C:12]2[N:13]=[CH:14][C:15]3[C:20]([CH:21]=2)=[CH:19][CH:18]=[CH:17][CH:16]=3)=[N:4][CH:5]=[C:6]([N+:8]([O-])=O)[CH:7]=1, predict the reaction product. The product is: [Cl:1][C:2]1[CH:7]=[C:6]([NH2:8])[CH:5]=[N:4][C:3]=1[O:11][C:12]1[N:13]=[CH:14][C:15]2[C:20]([CH:21]=1)=[CH:19][CH:18]=[CH:17][CH:16]=2. (3) Given the reactants [Li]CCCC.CN(CCN(C)C)C.[Cl:14][C:15]1[N:20]=[CH:19][C:18]([NH:21][C:22](=[O:28])[O:23][C:24]([CH3:27])([CH3:26])[CH3:25])=[CH:17][CH:16]=1.[C:29]1(=[O:35])[CH2:34][CH2:33][CH2:32][CH2:31][CH2:30]1, predict the reaction product. The product is: [Cl:14][C:15]1[N:20]=[CH:19][C:18]([NH:21][C:22](=[O:28])[O:23][C:24]([CH3:25])([CH3:27])[CH3:26])=[C:17]([C:29]2([OH:35])[CH2:34][CH2:33][CH2:32][CH2:31][CH2:30]2)[CH:16]=1. (4) Given the reactants C(OC(=O)[NH:7][C:8]1[C:9]([C:13]2[CH:18]=[CH:17][C:16]([O:19][CH2:20][C:21](=[O:28])[C:22]3[CH:27]=[CH:26][CH:25]=[CH:24][CH:23]=3)=[CH:15][CH:14]=2)=[N:10][O:11][CH:12]=1)(C)(C)C.[ClH:30], predict the reaction product. The product is: [ClH:30].[NH2:7][C:8]1[C:9]([C:13]2[CH:14]=[CH:15][C:16]([O:19][CH2:20][C:21]([C:22]3[CH:27]=[CH:26][CH:25]=[CH:24][CH:23]=3)=[O:28])=[CH:17][CH:18]=2)=[N:10][O:11][CH:12]=1. (5) Given the reactants [C:1]1([C:7]2[C:19]([C:20]([CH3:23])([CH3:22])[CH3:21])=[CH:18][C:17]3[C:16]4[C:11](=[CH:12][C:13]([C:28]5[CH:33]=[CH:32][CH:31]=[CH:30][CH:29]=5)=[C:14]([C:24]([CH3:27])([CH3:26])[CH3:25])[CH:15]=4)[CH2:10][C:9]=3[CH:8]=2)[CH:6]=[CH:5][CH:4]=[CH:3][CH:2]=1.[CH2:34]([Li])[CH2:35][CH2:36][CH3:37].[CH2:39]([C:43]([CH2:49][CH2:50][CH2:51][CH3:52])=C1C=CC=C1)[CH2:40][CH2:41][CH3:42].Cl.O1CCC[CH2:55]1, predict the reaction product. The product is: [CH2:49]([C:43]([CH2:39][CH2:40][CH2:41][CH3:42])=[C:15]1[C:16]2[C:11]([CH:10]=[C:9]3[C:17]=2[CH:18]=[C:19]([C:20]([CH3:21])([CH3:22])[CH3:23])[C:7]([C:1]2[CH:6]=[CH:5][CH:4]=[CH:3][CH:2]=2)=[CH:8]3)=[C:12]([CH:34]2[CH:55]=[CH:37][CH:36]=[CH:35]2)[C:13]([C:28]2[CH:29]=[CH:30][CH:31]=[CH:32][CH:33]=2)=[C:14]1[C:24]([CH3:26])([CH3:27])[CH3:25])[CH2:50][CH2:51][CH3:52].